This data is from Reaction yield outcomes from USPTO patents with 853,638 reactions. The task is: Predict the reaction yield, written as a fraction of the theoretical maximum amount of product (1.0 means a 100% yield; for example, 0.34 means a 34% yield). (1) The reactants are [CH2:1]([O:8][C:9]1[C:10](=[O:19])[C:11]([Cl:18])=[C:12]([CH2:16][OH:17])[N:13]([CH3:15])[CH:14]=1)[C:2]1[CH:7]=[CH:6][CH:5]=[CH:4][CH:3]=1.[Br-].[K+].Cl[O-:23].[Na+].Cl. The catalyst is CC(C)=O.C(=O)(O)[O-].[Na+].O.CC1(C)N([O])C(C)(C)CCC1. The product is [CH2:1]([O:8][C:9]1[C:10](=[O:19])[C:11]([Cl:18])=[C:12]([C:16]([OH:23])=[O:17])[N:13]([CH3:15])[CH:14]=1)[C:2]1[CH:3]=[CH:4][CH:5]=[CH:6][CH:7]=1. The yield is 0.560. (2) The reactants are C1N=CN([C:6](N2C=NC=C2)=[O:7])C=1.C1CCN2C(=NCCC2)CC1.[NH2:24][C:25]1[CH:46]=[CH:45][C:44]([C:47]([F:50])([F:49])[F:48])=[CH:43][C:26]=1[C:27]([NH:29][CH2:30][C:31]1[CH:36]=[C:35]([Cl:37])[CH:34]=[CH:33][C:32]=1[S:38]([CH2:41][CH3:42])(=[O:40])=[O:39])=[O:28].Cl. The product is [Cl:37][C:35]1[CH:34]=[CH:33][C:32]([S:38]([CH2:41][CH3:42])(=[O:40])=[O:39])=[C:31]([CH:36]=1)[CH2:30][N:29]1[C:27](=[O:28])[C:26]2[C:25](=[CH:46][CH:45]=[C:44]([C:47]([F:49])([F:50])[F:48])[CH:43]=2)[NH:24][C:6]1=[O:7]. The catalyst is CN(C=O)C. The yield is 0.930. (3) The reactants are I[C:2]1[N:3]=[CH:4][N:5]([CH3:7])[CH:6]=1.C([O-])(=[O:10])C.[K+].[NH2:13][C:14]1[N:15]=[C:16]([NH:27][CH:28]2[CH2:33][CH2:32][N:31]([S:34]([C:37]3[CH:38]=[N:39][C:40]([Cl:43])=[CH:41][CH:42]=3)(=[O:36])=[O:35])[CH2:30][CH2:29]2)[S:17][C:18]=1[C:19]([C:21]1[CH:26]=[CH:25][CH:24]=[CH:23]C=1)=[O:20].[C:44]([O-:47])([O-])=O.[Na+].[Na+]. The catalyst is CN(C=O)C.Cl[Pd]Cl.C1(P(C2C=CC=CC=2)[C-]2C=CC=C2)C=CC=CC=1.[C-]1(P(C2C=CC=CC=2)C2C=CC=CC=2)C=CC=C1.[Fe+2]. The product is [ClH:43].[NH2:13][C:14]1[N:15]=[C:16]([NH:27][CH:28]2[CH2:29][CH2:30][N:31]([S:34]([C:37]3[CH:38]=[N:39][C:40]([C:2]4[N:3]=[CH:4][N:5]([CH3:7])[CH:6]=4)=[CH:41][CH:42]=3)(=[O:36])=[O:35])[CH2:32][CH2:33]2)[S:17][C:18]=1[C:19]([C:21]1[C:26]([OH:10])=[CH:25][CH:24]=[CH:23][C:44]=1[OH:47])=[O:20]. The yield is 0.0500. (4) The reactants are [Cl:1][C:2]1[N:6]2[CH:7]=[C:8]([C:15]3[CH2:16][CH2:17][NH:18][CH2:19][CH:20]=3)[CH:9]=[C:10]([C:11]([F:14])([F:13])[F:12])[C:5]2=[N:4][C:3]=1[C:21]([N:23]1[CH2:27][CH2:26][CH:25]([C:28]2[CH:33]=[CH:32][CH:31]=[C:30]([F:34])[CH:29]=2)[CH2:24]1)=[O:22].C(N(CC)C(C)C)(C)C.[S:44](Cl)([CH3:47])(=[O:46])=[O:45]. The catalyst is C1COCC1.CCOC(C)=O. The product is [Cl:1][C:2]1[N:6]2[CH:7]=[C:8]([C:15]3[CH2:16][CH2:17][N:18]([S:44]([CH3:47])(=[O:46])=[O:45])[CH2:19][CH:20]=3)[CH:9]=[C:10]([C:11]([F:13])([F:14])[F:12])[C:5]2=[N:4][C:3]=1[C:21]([N:23]1[CH2:27][CH2:26][CH:25]([C:28]2[CH:33]=[CH:32][CH:31]=[C:30]([F:34])[CH:29]=2)[CH2:24]1)=[O:22]. The yield is 0.400. (5) The reactants are [CH3:1][C:2]1[CH:7]=[CH:6][C:5]([NH:8][C:9](=[O:24])[C:10]2[CH:15]=[CH:14][C:13]([CH2:16][N:17]3[CH2:22][CH2:21][N:20]([CH3:23])[CH2:19][CH2:18]3)=[CH:12][CH:11]=2)=[CH:4][C:3]=1[NH:25][C:26]([N:28]1[C:32]2[N:33]=[CH:34][N:35]=[C:36](Cl)[C:31]=2[CH:30]=[CH:29]1)=[O:27].C(Cl)(=O)C.[NH2:42][C:43]1[CH:44]=[C:45]([CH:49]=[CH:50][CH:51]=1)[C:46]([NH2:48])=[O:47]. The catalyst is C(O)CCC. The product is [CH3:1][C:2]1[CH:7]=[CH:6][C:5]([NH:8][C:9](=[O:24])[C:10]2[CH:15]=[CH:14][C:13]([CH2:16][N:17]3[CH2:22][CH2:21][N:20]([CH3:23])[CH2:19][CH2:18]3)=[CH:12][CH:11]=2)=[CH:4][C:3]=1[NH:25][C:26]([N:28]1[C:32]2[N:33]=[CH:34][N:35]=[C:36]([NH:42][C:43]3[CH:51]=[CH:50][CH:49]=[C:45]([C:46](=[O:47])[NH2:48])[CH:44]=3)[C:31]=2[CH:30]=[CH:29]1)=[O:27]. The yield is 0.600. (6) The reactants are [F:1][C:2]1[CH:7]=[C:6]([F:8])[CH:5]=[C:4]([F:9])[C:3]=1[OH:10].F[C:12]1[CH:17]=[CH:16][CH:15]=[CH:14][C:13]=1[N+:18]([O-:20])=[O:19].[F:21][C:22]1[CH:35]=[C:34]([F:36])[CH:33]=[C:32]([F:37])[C:23]=1[O:24][C:25]1[CH:31]=[CH:30][CH:29]=[CH:28][C:26]=1[NH2:27].[NH2:38][C:39]1[S:40][CH:41]=[CH:42][N:43]=1. No catalyst specified. The product is [F:1][C:2]1[CH:7]=[C:6]([F:8])[CH:5]=[C:4]([F:9])[C:3]=1[O:10][C:12]1[CH:17]=[CH:16][CH:15]=[CH:14][C:13]=1[N+:18]([O-:20])=[O:19].[F:21][C:22]1[CH:35]=[C:34]([F:36])[CH:33]=[C:32]([F:37])[C:23]=1[O:24][C:25]1[CH:31]=[CH:30][CH:29]=[CH:28][C:26]=1[NH:27][C:3]([NH:38][C:39]1[S:40][CH:41]=[CH:42][N:43]=1)=[O:10]. The yield is 0.850.